From a dataset of Full USPTO retrosynthesis dataset with 1.9M reactions from patents (1976-2016). Predict the reactants needed to synthesize the given product. Given the product [ClH:38].[CH3:6][N:3]([CH3:1])[CH2:4][CH2:5][CH2:30][N:29]=[C:21]=[N:22][CH2:23][CH3:24].[OH:36][N:19]1[C:15]2[CH:16]=[CH:17][CH:26]=[CH:11][C:12]=2[N:13]=[N:18]1, predict the reactants needed to synthesize it. The reactants are: [CH2:1]([N:3]([CH2:6]C)[CH2:4][CH3:5])C.CC1C=[CH:11][C:12]([C:15]2[N:19](C3[CH:21]=[N:22][CH:23]=[CH:24]C=3)[N:18]=[C:17]([C:26](O)=O)[CH:16]=2)=[N:13]C=1.[NH:29]1CCCC[CH:30]1C(N)=[O:36].[Cl:38]CCl.